This data is from Reaction yield outcomes from USPTO patents with 853,638 reactions. The task is: Predict the reaction yield, written as a fraction of the theoretical maximum amount of product (1.0 means a 100% yield; for example, 0.34 means a 34% yield). (1) The reactants are Cl[C:2]1[C:7]([Cl:8])=[N:6][CH:5]=[CH:4][N:3]=1.CC1(C)C(C)(C)OB([C:17]2[C:26]3[C:21](=[CH:22][CH:23]=[CH:24][CH:25]=3)[C:20]([C:27]#[N:28])=[CH:19][CH:18]=2)O1.C(=O)([O-])[O-].[Na+].[Na+]. The catalyst is O1CCOCC1. The product is [Cl:8][C:7]1[C:2]([C:17]2[C:26]3[C:21](=[CH:22][CH:23]=[CH:24][CH:25]=3)[C:20]([C:27]#[N:28])=[CH:19][CH:18]=2)=[N:3][CH:4]=[CH:5][N:6]=1. The yield is 0.680. (2) The reactants are [CH:1]1([N:4]2[C:13]3[C:8](=[CH:9][CH:10]=[CH:11][CH:12]=3)[N:7](O)[C:6](=[O:15])[C:5]2=[O:16])[CH2:3][CH2:2]1.C1(P(C2C=CC=CC=2)C2C=CC=CC=2)C=CC=CC=1.ClCCl. The catalyst is CN(C)C=O. The product is [CH:1]1([N:4]2[C:13]3[C:8](=[CH:9][CH:10]=[CH:11][CH:12]=3)[NH:7][C:6](=[O:15])[C:5]2=[O:16])[CH2:3][CH2:2]1. The yield is 0.830. (3) The reactants are [NH2:1][CH:2]([CH:7]([C:9]1[C:17]2[C:12](=[CH:13][CH:14]=[CH:15][CH:16]=2)[NH:11][CH:10]=1)[CH3:8])[C:3]([O:5][CH3:6])=[O:4].[CH2:33]1[C:34](=O)[N:29](OC(O[N:29]2[C:34](=O)[CH2:33][CH2:32][C:30]2=[O:31])=O)[C:30](=[O:31])[CH2:32]1.Cl.[F:37][C:38]1[CH:43]=[CH:42][C:41](C2CCNCC2)=[CH:40][CH:39]=1.[CH2:50]1[CH2:60]CN2C(=NCCC2)CC1.C(=O)([O-])[OH:62].[Na+]. The catalyst is C(#N)C.C(N(CC)C(C)C)(C)C. The product is [F:37][C:38]1[CH:39]=[CH:40][C:41]([O:62][CH:32]2[CH2:33][CH2:34][N:29]([C:30]([NH:1][CH:2]([CH:7]([C:9]3[C:17]4[C:12](=[CH:13][CH:14]=[CH:15][CH:16]=4)[NH:11][CH:10]=3)[CH3:8])[C:3]([O:5][CH3:6])=[O:4])=[O:31])[CH2:50][CH2:60]2)=[CH:42][CH:43]=1. The yield is 0.930. (4) The reactants are [F:1][C:2]1[CH:7]=[CH:6][C:5]([CH:8]2[C:16]3[O:15][C:14](=O)[NH:13][C:12](=[O:18])[C:11]=3[CH2:10][CH2:9]2)=[CH:4][CH:3]=1.[OH-].[NH4+:20]. No catalyst specified. The product is [F:1][C:2]1[CH:7]=[CH:6][C:5]([CH:8]2[C:16]3[NH:20][C:14](=[O:15])[NH:13][C:12](=[O:18])[C:11]=3[CH2:10][CH2:9]2)=[CH:4][CH:3]=1. The yield is 0.347. (5) The reactants are CS(O)(=O)=O.C[O:7][C:8]1[CH:13]=[CH:12][C:11]([CH2:14][CH2:15][CH2:16][CH2:17][N:18]2[CH:22]=[CH:21][N:20]=[N:19]2)=[CH:10][CH:9]=1.Br.[OH-].[Na+]. No catalyst specified. The product is [N:18]1([CH2:17][CH2:16][CH2:15][CH2:14][C:11]2[CH:10]=[CH:9][C:8]([OH:7])=[CH:13][CH:12]=2)[CH:22]=[CH:21][N:20]=[N:19]1. The yield is 0.850. (6) The product is [I:1][C:2]1[C:3]([CH:11]=[O:12])=[CH:4][C:5]2[O:9][CH2:8][O:7][C:6]=2[CH:10]=1. The catalyst is ClCl.C(Cl)Cl. The yield is 0.770. The reactants are [I:1][C:2]1[C:3]([CH2:11][OH:12])=[CH:4][C:5]2[O:9][CH2:8][O:7][C:6]=2[CH:10]=1.C1C=C[NH+]=CC=1.[O-][Cr](Cl)(=O)=O. (7) The reactants are [CH3:1][C:2]([N+:15]([O-:17])=[O:16])([CH3:14])[CH2:3][C:4]1[N:8]2[CH:9]=[CH:10][CH:11]=[C:12]([OH:13])[C:7]2=[N:6][CH:5]=1.Cl[CH2:19][C:20]([O:22][C:23]([CH3:26])([CH3:25])[CH3:24])=[O:21].C(=O)([O-])[O-].[K+].[K+].[I-].[K+]. The catalyst is CC(=O)CC. The product is [CH3:14][C:2]([N+:15]([O-:17])=[O:16])([CH3:1])[CH2:3][C:4]1[N:8]2[CH:9]=[CH:10][CH:11]=[C:12]([O:13][CH2:19][C:20]([O:22][C:23]([CH3:26])([CH3:25])[CH3:24])=[O:21])[C:7]2=[N:6][CH:5]=1. The yield is 0.810. (8) The reactants are Br[C:2]1[CH:3]=[N:4][C:5]([NH2:8])=[N:6][CH:7]=1.C[Si]([N-][Si](C)(C)C)(C)C.[Li+].C([Li])CCC.[B:24](OC(C)C)([O:29]C(C)C)[O:25]C(C)C. The catalyst is O.CO.O1CCCC1. The product is [NH2:8][C:5]1[N:4]=[CH:3][C:2]([B:24]([OH:29])[OH:25])=[CH:7][N:6]=1. The yield is 0.420. (9) The reactants are [N+](C1C=CC=CC=1S([NH:13][C:14]1[CH:19]=[CH:18][C:17]([CH2:20][CH2:21][C:22]([O:24][CH3:25])=[O:23])=[CH:16][CH:15]=1)(=O)=O)([O-])=O.[C:26]1([C:32]2[CH:36]=[C:35]([C:37]3[CH:42]=[CH:41][CH:40]=[CH:39][CH:38]=3)[N:34]([CH2:43][C:44]3[CH:49]=[CH:48][C:47]([CH2:50]O)=[CH:46][CH:45]=3)[N:33]=2)[CH:31]=[CH:30][CH:29]=[CH:28][CH:27]=1.C1(P(C2C=CC=CC=2)C2C=CC=CC=2)C=CC=CC=1.N(C(OCC)=O)=NC(OCC)=O.SCC(O)=O.O.[OH-].[Li+].C(=O)([O-])O.[Na+]. The catalyst is ClCCl.CN(C)C=O. The product is [C:26]1([C:32]2[CH:36]=[C:35]([C:37]3[CH:42]=[CH:41][CH:40]=[CH:39][CH:38]=3)[N:34]([CH2:43][C:44]3[CH:49]=[CH:48][C:47]([CH2:50][NH:13][C:14]4[CH:15]=[CH:16][C:17]([CH2:20][CH2:21][C:22]([O:24][CH3:25])=[O:23])=[CH:18][CH:19]=4)=[CH:46][CH:45]=3)[N:33]=2)[CH:31]=[CH:30][CH:29]=[CH:28][CH:27]=1. The yield is 0.480. (10) The reactants are [OH:1][C:2]1[C:3]([CH3:12])=[N:4][C:5]2[C:10]([CH:11]=1)=[CH:9][CH:8]=[CH:7][CH:6]=2.C1C(=O)N([Br:20])C(=O)C1.N(C(C)(C)C#N)=NC(C)(C)C#N.O. The catalyst is ClC1C=CC=CC=1. The product is [Br:20][C:11]1[C:10]2[C:5](=[CH:6][CH:7]=[CH:8][CH:9]=2)[N:4]=[C:3]([CH3:12])[C:2]=1[OH:1]. The yield is 0.310.